This data is from Full USPTO retrosynthesis dataset with 1.9M reactions from patents (1976-2016). The task is: Predict the reactants needed to synthesize the given product. (1) Given the product [Cl:32][C:33]1[CH:34]=[C:35]([C:2]2[C:3]3[CH:14]=[C:13]([C:15]4[CH:20]=[CH:19][CH:18]=[CH:17][CH:16]=4)[CH:12]=[CH:11][C:4]=3[N:5]([CH3:10])[C:6](=[O:9])[CH2:7][N:8]=2)[CH:36]=[C:37]([Cl:39])[CH:38]=1, predict the reactants needed to synthesize it. The reactants are: Cl[C:2]1[C:3]2[CH:14]=[C:13]([C:15]3[CH:20]=[CH:19][CH:18]=[CH:17][CH:16]=3)[CH:12]=[CH:11][C:4]=2[N:5]([CH3:10])[C:6](=[O:9])[CH2:7][N:8]=1.C(C1C=C(B(O)O)C=CC=1)=O.[Cl:32][C:33]1[CH:34]=[C:35](B(O)O)[CH:36]=[C:37]([Cl:39])[CH:38]=1. (2) Given the product [NH2:1][C:2]1[N:3]=[C:4]([C:9]([F:12])([CH3:11])[CH3:10])[N:5]=[C:6]([NH:32][CH:28]([CH:29]2[CH2:31][CH2:30]2)[CH2:27][CH2:26][CH2:25][C:19]2[CH:24]=[CH:23][CH:22]=[CH:21][CH:20]=2)[N:7]=1, predict the reactants needed to synthesize it. The reactants are: [NH2:1][C:2]1[N:7]=[C:6](Cl)[N:5]=[C:4]([C:9]([F:12])([CH3:11])[CH3:10])[N:3]=1.C(=O)([O-])[O-].[K+].[K+].[C:19]1([CH2:25][CH2:26][CH2:27][CH:28]([NH2:32])[CH:29]2[CH2:31][CH2:30]2)[CH:24]=[CH:23][CH:22]=[CH:21][CH:20]=1. (3) Given the product [CH3:1][C:2]1[CH:11]=[C:10]([CH3:12])[C:9]([C:13]2[NH:14][C:15]([C@@H:18]3[CH2:22][CH2:21][CH2:20][O:19]3)=[CH:16][N:17]=2)=[CH:8][C:3]=1[C:4]([OH:6])=[O:5], predict the reactants needed to synthesize it. The reactants are: [CH3:1][C:2]1[CH:11]=[C:10]([CH3:12])[C:9]([C:13]2[NH:14][C:15]([C@@H:18]3[CH2:22][CH2:21][CH2:20][O:19]3)=[CH:16][N:17]=2)=[CH:8][C:3]=1[C:4]([O:6]C)=[O:5].[OH-].[Na+].CO. (4) Given the product [NH2:46][CH2:47][CH2:48][C:49]([NH:1][C:2]1[CH:7]=[CH:6][C:5]([S:8][C:9]2[CH:24]=[CH:23][C:12]([C:13]([NH:15][C:16]3[CH:17]=[CH:18][C:19]([Br:22])=[CH:20][CH:21]=3)=[O:14])=[CH:11][C:10]=2[NH:25][C:26]2[C:27]3[CH:35]=[CH:34][C:33]([CH:36]([CH3:38])[CH3:37])=[N:32][C:28]=3[N:29]=[CH:30][N:31]=2)=[CH:4][CH:3]=1)=[O:50], predict the reactants needed to synthesize it. The reactants are: [NH2:1][C:2]1[CH:7]=[CH:6][C:5]([S:8][C:9]2[CH:24]=[CH:23][C:12]([C:13]([NH:15][C:16]3[CH:21]=[CH:20][C:19]([Br:22])=[CH:18][CH:17]=3)=[O:14])=[CH:11][C:10]=2[NH:25][C:26]2[C:27]3[CH:35]=[CH:34][C:33]([CH:36]([CH3:38])[CH3:37])=[N:32][C:28]=3[N:29]=[CH:30][N:31]=2)=[CH:4][CH:3]=1.C(OC([NH:46][CH2:47][CH2:48][C:49](O)=[O:50])=O)(C)(C)C.N(C(OC(C)(C)C)=O)[C@H](C(O)=O)CC.